From a dataset of Forward reaction prediction with 1.9M reactions from USPTO patents (1976-2016). Predict the product of the given reaction. (1) Given the reactants [C:1]([O:5][C:6]([C:8]1([C:13]([O:15]C(C)(C)C)=[O:14])[CH2:10][CH:9]1[CH2:11][CH3:12])=[O:7])([CH3:4])([CH3:3])[CH3:2].CC(C)([O-])C.[K+], predict the reaction product. The product is: [C:1]([O:5][C:6]([C:8]1([C:13]([OH:15])=[O:14])[CH2:10][CH:9]1[CH2:11][CH3:12])=[O:7])([CH3:2])([CH3:3])[CH3:4]. (2) The product is: [O:6]1[CH2:2][CH2:3][N:4]=[C:5]1[C:7]1[CH:8]=[C:9]([CH:14]=[C:15]([C:17](=[O:27])[N:18]([CH3:26])[CH2:19][C:20]2[S:21][CH:22]=[C:23]([CH3:25])[N:24]=2)[CH:16]=1)[C:10]([O:12][CH3:13])=[O:11]. Given the reactants O[CH2:2][CH2:3][NH:4][C:5]([C:7]1[CH:8]=[C:9]([CH:14]=[C:15]([C:17](=[O:27])[N:18]([CH3:26])[CH2:19][C:20]2[S:21][CH:22]=[C:23]([CH3:25])[N:24]=2)[CH:16]=1)[C:10]([O:12][CH3:13])=[O:11])=[O:6].O=S(Cl)Cl, predict the reaction product. (3) Given the reactants [CH3:1][O:2][C:3]([C:5]1[S:6][C:7]([C:11]#[C:12][C:13]([CH3:16])([CH3:15])[CH3:14])=[CH:8][C:9]=1[NH2:10])=[O:4].[N:17]1([CH:22]2[CH2:27][CH2:26][C:25](=O)[CH2:24][CH2:23]2)[CH:21]=[CH:20][N:19]=[N:18]1.C([Sn](Cl)(Cl)CCCC)CCC.C1([SiH3])C=CC=CC=1, predict the reaction product. The product is: [CH3:1][O:2][C:3]([C:5]1[S:6][C:7]([C:11]#[C:12][C:13]([CH3:16])([CH3:15])[CH3:14])=[CH:8][C:9]=1[NH:10][CH:25]1[CH2:24][CH2:23][CH:22]([N:17]2[CH:21]=[CH:20][N:19]=[N:18]2)[CH2:27][CH2:26]1)=[O:4]. (4) Given the reactants [CH:1]([O:4][C:5]1[CH:10]=[CH:9][C:8]([C:11]([N:13]2[CH2:18][CH2:17][C:16]3([O:23][CH:22]([CH2:24][O:25][CH3:26])[CH2:21][NH:20][CH2:19]3)[CH2:15][CH2:14]2)=[O:12])=[CH:7][C:6]=1[CH3:27])([CH3:3])[CH3:2].Br[C:29]1[CH:34]=[CH:33][C:32]([C:35]([F:38])([F:37])[F:36])=[CH:31][CH:30]=1.C1C=CC(P(C2C(C3C(P(C4C=CC=CC=4)C4C=CC=CC=4)=CC=C4C=3C=CC=C4)=C3C(C=CC=C3)=CC=2)C2C=CC=CC=2)=CC=1.CC(C)([O-])C.[Na+], predict the reaction product. The product is: [CH:1]([O:4][C:5]1[CH:10]=[CH:9][C:8]([C:11]([N:13]2[CH2:14][CH2:15][C:16]3([O:23][CH:22]([CH2:24][O:25][CH3:26])[CH2:21][N:20]([C:29]4[CH:34]=[CH:33][C:32]([C:35]([F:38])([F:37])[F:36])=[CH:31][CH:30]=4)[CH2:19]3)[CH2:17][CH2:18]2)=[O:12])=[CH:7][C:6]=1[CH3:27])([CH3:3])[CH3:2]. (5) The product is: [C:9]([O:13][C:14](=[O:15])[NH:16][CH2:17][C:18]1[CH:19]=[CH:20][C:21]([C:2]2[N:7]=[CH:6][C:5]([Cl:8])=[CH:4][N:3]=2)=[CH:22][CH:23]=1)([CH3:12])([CH3:10])[CH3:11]. Given the reactants Cl[C:2]1[N:7]=[CH:6][C:5]([Cl:8])=[CH:4][N:3]=1.[C:9]([O:13][C:14]([NH:16][CH2:17][C:18]1[CH:23]=[CH:22][C:21](B(O)O)=[CH:20][CH:19]=1)=[O:15])([CH3:12])([CH3:11])[CH3:10].C([O-])([O-])=O.[Na+].[Na+], predict the reaction product. (6) Given the reactants [N:1]1([C:7]2[C:8](OS(C(F)(F)F)(=O)=O)=[N:9][C:10]3[C:15]([N:16]=2)=[CH:14][C:13]([C:17]([O:19][CH3:20])=[O:18])=[CH:12][CH:11]=3)[CH2:6][CH2:5][CH2:4][CH2:3][CH2:2]1.[S:29]1[C:33](B(O)O)=[CH:32][C:31]2[CH:37]=[CH:38][CH:39]=[CH:40][C:30]1=2.[O-]P([O-])([O-])=O.[K+].[K+].[K+], predict the reaction product. The product is: [S:29]1[C:33]([C:8]2[C:7]([N:1]3[CH2:2][CH2:3][CH2:4][CH2:5][CH2:6]3)=[N:16][C:15]3[C:10](=[CH:11][CH:12]=[C:13]([C:17]([O:19][CH3:20])=[O:18])[CH:14]=3)[N:9]=2)=[CH:32][C:31]2[CH:37]=[CH:38][CH:39]=[CH:40][C:30]1=2. (7) Given the reactants [C:1](#[N:5])[CH2:2][C:3]#[N:4].[CH2:6](N(CC)CC)C.[CH:13]1([N:16]=[C:17]=[S:18])[CH2:15][CH2:14]1.ClC1C=CC(N=C=S)=CC=1.CI, predict the reaction product. The product is: [CH:13]1([NH:16][C:17](=[C:2]([C:1]#[N:5])[C:3]#[N:4])[S:18][CH3:6])[CH2:15][CH2:14]1.